This data is from Full USPTO retrosynthesis dataset with 1.9M reactions from patents (1976-2016). The task is: Predict the reactants needed to synthesize the given product. Given the product [Cl:29][C:26]1[CH:25]=[CH:24][C:23]([O:22][CH2:21][CH:10]2[CH:11]([C:13]3[CH:18]=[CH:17][C:16]([Cl:19])=[C:15]([Cl:20])[CH:14]=3)[CH2:12][NH:8][CH2:9]2)=[CH:28][CH:27]=1, predict the reactants needed to synthesize it. The reactants are: C([N:8]1[CH2:12][CH:11]([C:13]2[CH:18]=[CH:17][C:16]([Cl:19])=[C:15]([Cl:20])[CH:14]=2)[CH:10]([CH2:21][O:22][C:23]2[CH:28]=[CH:27][C:26]([Cl:29])=[CH:25][CH:24]=2)[CH2:9]1)C1C=CC=CC=1.ClC(OCC(Cl)(Cl)Cl)=O.